This data is from Full USPTO retrosynthesis dataset with 1.9M reactions from patents (1976-2016). The task is: Predict the reactants needed to synthesize the given product. (1) Given the product [C:29]1([CH3:33])[CH:30]=[CH:31][CH:32]=[C:27]([N:26]([C:22]2[CH:21]=[C:20]([CH3:34])[CH:25]=[CH:24][CH:23]=2)[C:13]2[CH:12]=[C:11]3[C:16]([CH:17]=[C:8]([C:5]4[CH:6]=[CH:7][C:2]([N:26]([C:22]5[CH:21]=[C:20]([CH3:34])[CH:25]=[CH:24][CH:23]=5)[C:27]5[CH:35]=[C:36]([CH3:38])[CH:37]=[CH:31][CH:32]=5)=[CH:3][CH:4]=4)[C:9](=[O:19])[O:10]3)=[CH:15][CH:14]=2)[CH:28]=1, predict the reactants needed to synthesize it. The reactants are: Br[C:2]1[CH:7]=[CH:6][C:5]([C:8]2[C:9](=[O:19])[O:10][C:11]3[C:16]([CH:17]=2)=[CH:15][CH:14]=[C:13](I)[CH:12]=3)=[CH:4][CH:3]=1.[C:20]1([CH3:34])[CH:25]=[CH:24][CH:23]=[C:22]([NH:26][C:27]2[CH:28]=[C:29]([CH3:33])[CH:30]=[CH:31][CH:32]=2)[CH:21]=1.[CH3:35][C:36]([O-])([CH3:38])[CH3:37].[K+].[H][H]. (2) Given the product [NH2:1][C:2]1[C:3]2[C:10]([C:11]3[CH:16]=[CH:15][C:14]([Cl:17])=[CH:13][CH:12]=3)=[CH:9][N:8]([C:18]3[CH:19]=[C:20](/[CH:21]=[C:28](\[C:26]#[N:27])/[C:29]([NH2:31])=[O:30])[CH:23]=[CH:24][CH:25]=3)[C:4]=2[N:5]=[CH:6][N:7]=1, predict the reactants needed to synthesize it. The reactants are: [NH2:1][C:2]1[C:3]2[C:10]([C:11]3[CH:16]=[CH:15][C:14]([Cl:17])=[CH:13][CH:12]=3)=[CH:9][N:8]([C:18]3[CH:19]=[C:20]([CH:23]=[CH:24][CH:25]=3)[CH:21]=O)[C:4]=2[N:5]=[CH:6][N:7]=1.[C:26]([CH2:28][C:29]([NH2:31])=[O:30])#[N:27].N12CCCN=C1CCCCC2.C([O-])(=O)C.[NH2+]1CCCCC1.